Dataset: Forward reaction prediction with 1.9M reactions from USPTO patents (1976-2016). Task: Predict the product of the given reaction. (1) Given the reactants [C:1]([NH:9][C:10](=[CH:15][C:16]1[CH:21]=[CH:20][CH:19]=[C:18]([C:22]#[N:23])[CH:17]=1)[C:11]([O:13][CH3:14])=[O:12])(=[O:8])[C:2]1[CH:7]=[CH:6][CH:5]=[CH:4][CH:3]=1, predict the reaction product. The product is: [C:1]([NH:9][CH:10]([CH2:15][C:16]1[CH:21]=[CH:20][CH:19]=[C:18]([C:22]#[N:23])[CH:17]=1)[C:11]([O:13][CH3:14])=[O:12])(=[O:8])[C:2]1[CH:7]=[CH:6][CH:5]=[CH:4][CH:3]=1. (2) Given the reactants Br[C:2]1[CH:3]=[C:4]2[NH:10][C:9]([C:11]3[CH:16]=[CH:15][CH:14]=[CH:13][CH:12]=3)=[N:8][C:5]2=[N:6][CH:7]=1.[C:17]1(OB(O)O)[CH:22]=[CH:21][CH:20]=[CH:19][CH:18]=1.C(=O)([O-])[O-].[Na+].[Na+].O1CCCC1, predict the reaction product. The product is: [C:11]1([C:9]2[NH:10][C:4]3[C:5]([N:8]=2)=[N:6][CH:7]=[C:2]([C:17]2[CH:22]=[CH:21][CH:20]=[CH:19][CH:18]=2)[CH:3]=3)[CH:16]=[CH:15][CH:14]=[CH:13][CH:12]=1. (3) Given the reactants BrC1C=C2C(=O)C3C(=CC=C(I)C=3)OC2=NC=1.[Cl-].C(OC(=O)C[Zn+])(C)(C)C.BrC1C=C2C(CC(OC(C)(C)C)=O)(O)C3C(=CC=C(I)C=3)OC2=NC=1.N([Si](C)(C)C)=[N+]=[N-].B(F)(F)F.[N:64]([C:67]1([CH2:83][C:84](OC(C)(C)C)=[O:85])[C:80]2[C:75](=[N:76][CH:77]=[C:78]([Br:81])[CH:79]=2)[O:74][C:73]2[C:68]1=[CH:69][C:70]([I:82])=[CH:71][CH:72]=2)=[N+]=[N-].[H-].[H-].[H-].[H-].[Li+].[Al+3], predict the reaction product. The product is: [NH2:64][C:67]1([CH2:83][CH2:84][OH:85])[C:80]2[C:75](=[N:76][CH:77]=[C:78]([Br:81])[CH:79]=2)[O:74][C:73]2[C:68]1=[CH:69][C:70]([I:82])=[CH:71][CH:72]=2. (4) Given the reactants [CH:1]1([N:6]2[CH2:12][C:11]([F:14])([F:13])[C:10](=[O:15])[N:9]([CH3:16])[C:8]3[CH:17]=[N:18][C:19]([NH:21][C:22]4[CH:30]=[CH:29][C:25]([C:26](O)=[O:27])=[CH:24][C:23]=4[O:31][CH2:32][CH3:33])=[N:20][C:7]2=3)[CH2:5][CH2:4][CH2:3][CH2:2]1.ON1C2C=CC=CC=2N=N1.F[P-](F)(F)(F)(F)F.CN(C(N(C)C)=[N+]1C2C=CC=CC=2[N+]([O-])=N1)C.C(N(C(C)C)CC)(C)C.[NH2:77][CH:78]1[CH2:83][CH2:82][N:81]([C:84]([O:86][C:87]([CH3:90])([CH3:89])[CH3:88])=[O:85])[CH2:80][CH2:79]1, predict the reaction product. The product is: [C:87]([O:86][C:84]([N:81]1[CH2:80][CH2:79][CH:78]([NH:77][C:26](=[O:27])[C:25]2[CH:29]=[CH:30][C:22]([NH:21][C:19]3[N:18]=[CH:17][C:8]4[N:9]([CH3:16])[C:10](=[O:15])[C:11]([F:13])([F:14])[CH2:12][N:6]([CH:1]5[CH2:5][CH2:4][CH2:3][CH2:2]5)[C:7]=4[N:20]=3)=[C:23]([O:31][CH2:32][CH3:33])[CH:24]=2)[CH2:83][CH2:82]1)=[O:85])([CH3:90])([CH3:89])[CH3:88]. (5) Given the reactants C([Si](C(C)C)(C(C)C)[N:5]1[CH:9]=[CH:8][C:7](/[CH:10]=[CH:11]/[C:12]([O:14][CH2:15][CH2:16][CH2:17][CH3:18])=[O:13])=[CH:6]1)(C)C.O.O.O.[F-].C([N+](CCCC)(CCCC)CCCC)CCC, predict the reaction product. The product is: [NH:5]1[CH:9]=[CH:8][C:7](/[CH:10]=[CH:11]/[C:12]([O:14][CH2:15][CH2:16][CH2:17][CH3:18])=[O:13])=[CH:6]1. (6) Given the reactants [CH3:1][C:2]1[CH:7]=[N:6][C:5]([CH3:8])=[CH:4][N:3]=1.C1C(=O)N([Cl:16])C(=O)C1, predict the reaction product. The product is: [Cl:16][CH2:1][C:2]1[CH:7]=[N:6][C:5]([CH3:8])=[CH:4][N:3]=1.